Dataset: Catalyst prediction with 721,799 reactions and 888 catalyst types from USPTO. Task: Predict which catalyst facilitates the given reaction. Reactant: [Br:1][C:2]1[CH:7]=[CH:6][CH:5]=[C:4]([Br:8])[C:3]=1[O:9][CH3:10].[B:11]1([B:11]2[O:15][C:14]([CH3:17])([CH3:16])[C:13]([CH3:19])([CH3:18])[O:12]2)[O:15][C:14]([CH3:17])([CH3:16])[C:13]([CH3:19])([CH3:18])[O:12]1. Product: [Br:1][C:2]1[CH:7]=[C:6]([B:11]2[O:15][C:14]([CH3:17])([CH3:16])[C:13]([CH3:19])([CH3:18])[O:12]2)[CH:5]=[C:4]([Br:8])[C:3]=1[O:9][CH3:10]. The catalyst class is: 1.